This data is from Full USPTO retrosynthesis dataset with 1.9M reactions from patents (1976-2016). The task is: Predict the reactants needed to synthesize the given product. (1) Given the product [F:38][C:39]1[CH:44]=[CH:43][C:42]([C:45]2[N:54]=[C:55]([CH3:56])[N:62]([CH:63]3[CH2:64][CH2:65][N:66]([C:69]([O:71][C:72]([CH3:75])([CH3:74])[CH3:73])=[O:70])[CH2:67][CH2:68]3)[C:46]=2[C:47]2[CH:52]=[CH:51][N:50]=[CH:49][N:48]=2)=[CH:41][CH:40]=1, predict the reactants needed to synthesize it. The reactants are: FC1C=CC(C(S(C2C=CC(C)=CC=2)(=O)=O)NC(=O)C)=CC=1.N1C=CC(C=O)=NC=1.C(N(CC)CC)C.[F:38][C:39]1[CH:44]=[CH:43][C:42]([CH:45]([NH:54][C:55](=O)[CH3:56])[C:46](=O)[C:47]2[CH:52]=[CH:51][N:50]=[CH:49][N:48]=2)=[CH:41][CH:40]=1.C(O)(=O)C.[NH2:62][CH:63]1[CH2:68][CH2:67][N:66]([C:69]([O:71][C:72]([CH3:75])([CH3:74])[CH3:73])=[O:70])[CH2:65][CH2:64]1. (2) Given the product [F:1][C:2]([F:18])([F:17])[C:3]([N:5]1[CH2:14][CH2:13][C:12]2[C:7](=[CH:8][CH:9]=[C:10]([CH2:15][N:19]3[CH2:24][CH2:23][CH2:22][CH2:21][CH2:20]3)[CH:11]=2)[CH2:6]1)=[O:4], predict the reactants needed to synthesize it. The reactants are: [F:1][C:2]([F:18])([F:17])[C:3]([N:5]1[CH2:14][CH2:13][C:12]2[C:7](=[CH:8][CH:9]=[C:10]([CH:15]=O)[CH:11]=2)[CH2:6]1)=[O:4].[NH:19]1[CH2:24][CH2:23][CH2:22][CH2:21][CH2:20]1.C(O[BH-](OC(=O)C)OC(=O)C)(=O)C.[Na+]. (3) Given the product [C:33]([N:12]1[C:6]2[CH:7]=[N:8][C:9]3[CH:10]=[CH:11][C:2]([Cl:1])=[CH:3][C:4]=3[C:5]=2[N:14]([C:15]2[CH:20]=[CH:19][C:18]([C:21]([CH3:24])([CH3:25])[C:22]#[N:23])=[CH:17][CH:16]=2)[C:13]1=[O:26])(=[O:37])/[CH:34]=[CH:35]/[CH3:36], predict the reactants needed to synthesize it. The reactants are: [Cl:1][C:2]1[CH:11]=[CH:10][C:9]2[N:8]=[CH:7][C:6]3[NH:12][C:13](=[O:26])[N:14]([C:15]4[CH:20]=[CH:19][C:18]([C:21]([CH3:25])([CH3:24])[C:22]#[N:23])=[CH:17][CH:16]=4)[C:5]=3[C:4]=2[CH:3]=1.C([O-])(=O)C.[Na+].O.[C:33](O[C:33](=[O:37])/[CH:34]=[CH:35]/[CH3:36])(=[O:37])/[CH:34]=[CH:35]/[CH3:36]. (4) The reactants are: [CH3:1][O:2][P:3](/[C:7](=[CH:12]/[O:13]C)/[C:8](OC)=O)([O:5][CH3:6])=[O:4].COP(/C(=C\OC)/C(OC)=O)(OC)=O.COC(=O)C(P(OC)(OC)=O)=COC.Cl.[Cl:44][C:45]1[CH:50]=[CH:49][C:48]([NH:51][NH2:52])=[CH:47][CH:46]=1.C(=O)([O-])[O-].[K+].[K+]. Given the product [Cl:44][C:45]1[CH:50]=[CH:49][C:48]([N:51]2[C:12]([OH:13])=[C:7]([P:3](=[O:4])([O:5][CH3:6])[O:2][CH3:1])[CH:8]=[N:52]2)=[CH:47][CH:46]=1, predict the reactants needed to synthesize it.